Dataset: Full USPTO retrosynthesis dataset with 1.9M reactions from patents (1976-2016). Task: Predict the reactants needed to synthesize the given product. (1) Given the product [CH3:1][O:2][C:3]1[CH:4]=[C:5]2[C:10](=[CH:11][CH:12]=1)[CH:9]=[C:8]([O:13][CH:29]1[CH2:30][CH2:31][C:24]3([CH2:25][CH2:26][NH:21][CH2:22][CH2:23]3)[CH2:27][CH2:28]1)[CH:7]=[CH:6]2, predict the reactants needed to synthesize it. The reactants are: [CH3:1][O:2][C:3]1[CH:4]=[C:5]2[C:10](=[CH:11][CH:12]=1)[CH:9]=[C:8]([OH:13])[CH:7]=[CH:6]2.C(OC([N:21]1[CH2:26][CH2:25][C:24]2([CH2:31][CH2:30][CH:29](O)[CH2:28][CH2:27]2)[CH2:23][CH2:22]1)=O)(C)(C)C. (2) Given the product [CH3:8][N:5]1[C:6]([CH3:7])=[C:2]([CH:20]=[O:21])[C:3]([C:9]([F:12])([F:11])[F:10])=[N:4]1, predict the reactants needed to synthesize it. The reactants are: Br[C:2]1[C:3]([C:9]([F:12])([F:11])[F:10])=[N:4][N:5]([CH3:8])[C:6]=1[CH3:7].C([Li])(C)(C)C.CN(C)[CH:20]=[O:21].Cl. (3) Given the product [F:1][C:2]1[CH:7]=[CH:6][CH:5]=[CH:4][C:3]=1[CH2:8][N:9]([CH2:10][CH2:11][OH:12])[C:24](=[O:25])[O:23][C:20]([CH3:22])([CH3:21])[CH3:19], predict the reactants needed to synthesize it. The reactants are: [F:1][C:2]1[CH:7]=[CH:6][CH:5]=[CH:4][C:3]=1[CH2:8][NH:9][CH2:10][CH2:11][OH:12].C(=O)([O-])[O-].[Na+].[Na+].[CH3:19][C:20]([O:23][C:24](O[C:24]([O:23][C:20]([CH3:22])([CH3:21])[CH3:19])=[O:25])=[O:25])([CH3:22])[CH3:21].